Dataset: Full USPTO retrosynthesis dataset with 1.9M reactions from patents (1976-2016). Task: Predict the reactants needed to synthesize the given product. (1) Given the product [F:9][C:6]1[CH:7]=[CH:8][C:3]([CH2:1][CH2:2][C:16]2[C:17]([C:19]3[CH:20]=[CH:21][C:22]([C:25]([F:26])([F:27])[F:28])=[CH:23][CH:24]=3)=[CH:18][C:13]([C:12]([NH:31][C@@H:32]3[CH2:37][CH2:36][CH2:35][CH2:34][C@H:33]3[OH:38])=[O:30])=[CH:14][N:15]=2)=[N:4][CH:5]=1, predict the reactants needed to synthesize it. The reactants are: [C:1]([C:3]1[CH:8]=[CH:7][C:6]([F:9])=[CH:5][N:4]=1)#[CH:2].CO[C:12](=[O:30])[C:13]1[CH:18]=[C:17]([C:19]2[CH:24]=[CH:23][C:22]([C:25]([F:28])([F:27])[F:26])=[CH:21][CH:20]=2)[C:16](Cl)=[N:15][CH:14]=1.[NH2:31][C@@H:32]1[CH2:37][CH2:36][CH2:35][CH2:34][C@H:33]1[OH:38]. (2) Given the product [Cl:1][CH2:2][CH2:3][CH2:4][O:5][C:6]1[CH:7]=[CH:8][C:9]2[CH2:10][C@H:11]3[N:22]([CH2:30][C:31]4[CH:36]=[CH:35][CH:34]=[CH:33][CH:32]=4)[CH2:21][CH2:20][C@@:17]4([C:18]=2[CH:19]=1)[C@H:12]3[CH2:13][CH2:14][CH2:15][CH2:16]4, predict the reactants needed to synthesize it. The reactants are: [Cl:1][CH2:2][CH2:3][CH2:4][O:5][C:6]1[CH:7]=[CH:8][C:9]2[CH2:10][C@H:11]3[NH:22][CH2:21][CH2:20][C@@:17]4([C:18]=2[CH:19]=1)[C@H:12]3[CH2:13][CH2:14][CH2:15][CH2:16]4.Cl.C(=O)([O-])[O-].[K+].[K+].[CH2:30](Br)[C:31]1[CH:36]=[CH:35][CH:34]=[CH:33][CH:32]=1. (3) Given the product [CH3:1][O:2][C:3]1[C:4]([CH3:32])=[C:5]([C:23]([O:30][CH3:31])=[C:24]([O:28][CH3:29])[C:25]=1[O:26][CH3:27])[CH2:6][C:7]1[CH:8]=[CH:9][C:10]([C:17]2[CH:22]=[CH:21][CH:20]=[CH:19][CH:18]=2)=[C:11]([CH:16]=1)[C:12]([OH:14])=[O:13], predict the reactants needed to synthesize it. The reactants are: [CH3:1][O:2][C:3]1[C:4]([CH3:32])=[C:5]([C:23]([O:30][CH3:31])=[C:24]([O:28][CH3:29])[C:25]=1[O:26][CH3:27])[CH2:6][C:7]1[CH:8]=[CH:9][C:10]([C:17]2[CH:22]=[CH:21][CH:20]=[CH:19][CH:18]=2)=[C:11]([CH:16]=1)[C:12]([O:14]C)=[O:13]. (4) The reactants are: [Br:1][C:2]1[CH:7]=[CH:6][C:5]([N:8]2[CH2:13][CH2:12][N:11]([S:14]([CH2:17][C:18]([O:20][CH3:21])=[O:19])(=[O:16])=[O:15])[CH2:10][CH2:9]2)=[CH:4][CH:3]=1.Cl.Cl[CH2:24][CH2:25][N:26]([CH2:31][CH2:32]Cl)[CH2:27][CH2:28][O:29][CH3:30].C(=O)([O-])[O-].[K+].[K+].C1OCCOCCOCCOCCOCCOC1. Given the product [Br:1][C:2]1[CH:7]=[CH:6][C:5]([N:8]2[CH2:13][CH2:12][N:11]([S:14]([C:17]3([C:18]([O:20][CH3:21])=[O:19])[CH2:32][CH2:31][N:26]([CH2:27][CH2:28][O:29][CH3:30])[CH2:25][CH2:24]3)(=[O:16])=[O:15])[CH2:10][CH2:9]2)=[CH:4][CH:3]=1, predict the reactants needed to synthesize it. (5) Given the product [CH2:25]([O:3][CH:2]1[CH2:4][CH2:44][CH:45]2[CH2:47][N:46]1[C:40](=[O:56])[NH:41]2)[C:26]1[CH:31]=[CH:30][CH:29]=[CH:28][CH:27]=1, predict the reactants needed to synthesize it. The reactants are: O[C:2]([C:4](F)(F)F)=[O:3].NCCC1OC([C@@H]2CC[C@@H]3CN2C(=O)N3O[CH2:25][C:26]2[CH:31]=[CH:30][CH:29]=[CH:28][CH:27]=2)=NN=1.C(OC(=O)N=[C:40]([NH:46][C:47](OC(C)(C)C)=O)[N:41]1[CH:45]=[CH:44]C=N1)(C)(C)C.C[OH:56]. (6) Given the product [Cl:38][C:10]1[N:9]=[C:8]([C:6]2[O:7][C:1]([CH3:2])=[N:4][N:5]=2)[C:13]2[C:14]([O:36][CH3:37])=[N:15][N:16]([C:17]([C:24]3[CH:25]=[CH:26][CH:27]=[CH:28][CH:29]=3)([C:18]3[CH:19]=[CH:20][CH:21]=[CH:22][CH:23]=3)[C:30]3[CH:31]=[CH:32][CH:33]=[CH:34][CH:35]=3)[C:12]=2[CH:11]=1, predict the reactants needed to synthesize it. The reactants are: [C:1]([NH:4][NH:5][C:6]([C:8]1[C:13]2[C:14]([O:36][CH3:37])=[N:15][N:16]([C:17]([C:30]3[CH:35]=[CH:34][CH:33]=[CH:32][CH:31]=3)([C:24]3[CH:29]=[CH:28][CH:27]=[CH:26][CH:25]=3)[C:18]3[CH:23]=[CH:22][CH:21]=[CH:20][CH:19]=3)[C:12]=2[CH:11]=[C:10]([Cl:38])[N:9]=1)=[O:7])(=O)[CH3:2].CC[N+](S(N=C(OC)[O-])(=O)=O)(CC)CC. (7) Given the product [Br:26][C:27]1[CH:37]=[C:36]([C:25]#[C:24][CH2:23][CH2:22][CH2:21][CH2:20][CH2:19][C:18]2[C:6]([CH2:5][CH2:4][C:1]([OH:3])=[O:2])=[C:7]([CH:15]=[CH:16][CH:17]=2)[O:8][CH2:9][CH2:10][CH2:11][C:12]([OH:14])=[O:13])[CH:35]=[C:29]([C:30](=[O:31])[N:32]([CH3:33])[CH3:34])[CH:28]=1, predict the reactants needed to synthesize it. The reactants are: [C:1]([CH2:4][CH2:5][C:6]1[C:18]([CH2:19][CH2:20][CH2:21][CH2:22][CH2:23][C:24]#[CH:25])=[CH:17][CH:16]=[CH:15][C:7]=1[O:8][CH2:9][CH2:10][CH2:11][C:12]([OH:14])=[O:13])([OH:3])=[O:2].[Br:26][C:27]1[CH:28]=[C:29]([CH:35]=[C:36](I)[CH:37]=1)[C:30]([N:32]([CH3:34])[CH3:33])=[O:31].